Dataset: Catalyst prediction with 721,799 reactions and 888 catalyst types from USPTO. Task: Predict which catalyst facilitates the given reaction. Reactant: [O:1]1[C:5]2[CH:6]=[CH:7][CH:8]=[CH:9][C:4]=2[CH:3]=[C:2]1[C:10]([NH:12][C:13]1([C:19]([NH:21][CH:22]2[CH2:27][CH2:26][N:25]([C:28]3[CH:33]=[CH:32][CH:31]=[CH:30][C:29]=3[C:34]3[O:38][CH:37]=[N:36][CH:35]=3)[CH2:24][CH:23]2[OH:39])=[O:20])[CH2:18][CH2:17][CH2:16][CH2:15][CH2:14]1)=[O:11].C(N(CC)CC)C. Product: [O:1]1[C:5]2[CH:6]=[CH:7][CH:8]=[CH:9][C:4]=2[CH:3]=[C:2]1[C:10]([NH:12][C:13]1([C:19]([NH:21][CH:22]2[CH2:27][CH2:26][N:25]([C:28]3[CH:33]=[CH:32][CH:31]=[CH:30][C:29]=3[C:34]3[O:38][CH:37]=[N:36][CH:35]=3)[CH2:24][C:23]2=[O:39])=[O:20])[CH2:18][CH2:17][CH2:16][CH2:15][CH2:14]1)=[O:11]. The catalyst class is: 148.